This data is from Forward reaction prediction with 1.9M reactions from USPTO patents (1976-2016). The task is: Predict the product of the given reaction. (1) Given the reactants [CH:1]1[C:6]([C:7]2[CH:13]=[C:12]([NH2:14])[C:10](=[O:11])[NH:9][CH:8]=2)=[CH:5][CH:4]=[N:3][CH:2]=1.[C:15]1([S:21](Cl)(=[O:23])=[O:22])[CH:20]=[CH:19][CH:18]=[CH:17][CH:16]=1, predict the reaction product. The product is: [O:11]=[C:10]1[NH:9][CH:8]=[C:7]([C:6]2[CH:1]=[CH:2][N:3]=[CH:4][CH:5]=2)[CH:13]=[C:12]1[NH:14][S:21]([C:15]1[CH:20]=[CH:19][CH:18]=[CH:17][CH:16]=1)(=[O:23])=[O:22]. (2) Given the reactants [Cl:1][C:2]1[CH:7]=[C:6]([C:8]([F:17])([C:13]([F:16])([F:15])[F:14])[C:9]([F:12])([F:11])[F:10])[CH:5]=[C:4]([Cl:18])[C:3]=1[NH:19][C:20](=[O:30])[C:21]1[CH:26]=[CH:25][C:24]([N+:27]([O-])=O)=[CH:23][CH:22]=1.[BH4-].[Na+].N, predict the reaction product. The product is: [NH2:27][C:24]1[CH:23]=[CH:22][C:21]([C:20]([NH:19][C:3]2[C:4]([Cl:18])=[CH:5][C:6]([C:8]([F:17])([C:13]([F:14])([F:15])[F:16])[C:9]([F:10])([F:11])[F:12])=[CH:7][C:2]=2[Cl:1])=[O:30])=[CH:26][CH:25]=1.